This data is from Full USPTO retrosynthesis dataset with 1.9M reactions from patents (1976-2016). The task is: Predict the reactants needed to synthesize the given product. Given the product [C@@H:54]1([N:15]2[C:23]3[C:18](=[CH:19][CH:20]=[CH:21][CH:22]=3)[C:17]([CH2:24][C:25]([OH:27])=[O:26])=[CH:16]2)[O:55][C@H:46]([CH2:45][OH:44])[C@@H:48]([OH:49])[C@H:50]([OH:51])[C@H:52]1[OH:53], predict the reactants needed to synthesize it. The reactants are: S1C=CN=C1.N1C2C(=CC=CC=2)C=C1.[NH:15]1[C:23]2[C:18](=[CH:19][CH:20]=[CH:21][CH:22]=2)[C:17]([CH2:24][C:25]([OH:27])=[O:26])=[CH:16]1.N1C2C(=CC=CC=2)CC1.C(O)(C(F)(F)F)=O.[O:44]=[CH:45][C@@H:46]([C@H:48]([C@@H:50]([C@@H:52]([CH2:54][OH:55])[OH:53])[OH:51])[OH:49])O.C(OC(=O)C)(=O)C.